This data is from Full USPTO retrosynthesis dataset with 1.9M reactions from patents (1976-2016). The task is: Predict the reactants needed to synthesize the given product. (1) Given the product [CH2:1]([O:3][C:4](=[O:19])[CH:5]([O:16][CH2:17][CH3:18])[CH2:6][C:7]1[CH:12]=[CH:11][C:10]([O:13][CH2:36][CH2:35][C:33]2[N:34]=[C:30]([C:24]3[CH:23]=[CH:22][C:27]([O:40][CH3:39])=[C:26]([O:28][CH3:29])[CH:25]=3)[S:31][C:32]=2[CH3:38])=[C:9]([O:14][CH3:15])[CH:8]=1)[CH3:2], predict the reactants needed to synthesize it. The reactants are: [CH2:1]([O:3][C:4](=[O:19])[CH:5]([O:16][CH2:17][CH3:18])[CH2:6][C:7]1[CH:12]=[CH:11][C:10]([OH:13])=[C:9]([O:14][CH3:15])[CH:8]=1)[CH3:2].CO[C:22]1[CH:23]=[C:24]([C:30]2[S:31][C:32]([CH3:38])=[C:33]([CH2:35][CH2:36]O)[N:34]=2)[CH:25]=[C:26]([O:28][CH3:29])[CH:27]=1.[CH3:39][O:40]C(=O)CC(=O)C(Br)C.COC1C=C(C=C(OC)C=1)C(N)=S.C1(P(C2C=CC=CC=2)C2C=CC=CC=2)C=CC=CC=1.N(C(OCC)=O)=NC(OCC)=O. (2) Given the product [Cl:10][C:11]1[C:12](=[O:23])[C:13]2[C:18]([C:19](=[O:22])[C:20]=1[N:5]1[CH2:6][CH2:7][CH2:8][CH2:9][C:4]1=[O:3])=[CH:17][CH:16]=[CH:15][CH:14]=2, predict the reactants needed to synthesize it. The reactants are: [H-].[Na+].[O:3]=[C:4]1[CH2:9][CH2:8][CH2:7][CH2:6][NH:5]1.[Cl:10][C:11]1[C:12](=[O:23])[C:13]2[C:18]([C:19](=[O:22])[C:20]=1Cl)=[CH:17][CH:16]=[CH:15][CH:14]=2.N.